Dataset: Reaction yield outcomes from USPTO patents with 853,638 reactions. Task: Predict the reaction yield, written as a fraction of the theoretical maximum amount of product (1.0 means a 100% yield; for example, 0.34 means a 34% yield). (1) The reactants are OC1C(=O)NN=C(CCC2C=CC=CC=2)C=1.C([O:24][C:25]1[N:26]=[N:27][C:28]([C:39]#[C:40][C:41]2[CH2:42][CH2:43][O:44][CH2:45][CH:46]=2)=[CH:29][C:30]=1[O:31]CC1C=CC=CC=1)C1C=CC=CC=1.[H][H]. The product is [OH:31][C:30]1[C:25](=[O:24])[NH:26][N:27]=[C:28]([CH2:39][CH2:40][CH:41]2[CH2:42][CH2:43][O:44][CH2:45][CH2:46]2)[CH:29]=1. The yield is 0.160. The catalyst is CO. (2) The reactants are [NH2:1][C:2]1[C:7]([OH:8])=[CH:6][CH:5]=[C:4](C)[CH:3]=1.[CH2:10](N(CC)CC)C.[Cl:17][C:18]1[CH:26]=[CH:25][C:24]([N+:27]([O-:29])=[O:28])=[CH:23][C:19]=1[C:20](Cl)=[O:21]. The catalyst is O1CCCC1. The product is [OH:8][C:7]1[CH:6]=[C:5]([CH3:10])[CH:4]=[CH:3][C:2]=1[NH:1][C:20](=[O:21])[C:19]1[CH:23]=[C:24]([N+:27]([O-:29])=[O:28])[CH:25]=[CH:26][C:18]=1[Cl:17]. The yield is 0.920. (3) The reactants are [CH:1]1([S:4]([N:7]2[CH:11]=[C:10]([C:12]3[N:17]=[C:16]([NH:18][C:19]4[N:24]=[CH:23][C:22]5[N:25]=[C:26]([O:31][CH2:32][CH2:33][O:34]C6CCCCO6)[N:27]([CH:28]([CH3:30])[CH3:29])[C:21]=5[CH:20]=4)[CH:15]=[CH:14][N:13]=3)[CH:9]=[N:8]2)(=[O:6])=[O:5])[CH2:3][CH2:2]1. The catalyst is Cl.C(=O)(O)[O-].[Na+]. The product is [CH:1]1([S:4]([N:7]2[CH:11]=[C:10]([C:12]3[N:17]=[C:16]([NH:18][C:19]4[N:24]=[CH:23][C:22]5[N:25]=[C:26]([O:31][CH2:32][CH2:33][OH:34])[N:27]([CH:28]([CH3:30])[CH3:29])[C:21]=5[CH:20]=4)[CH:15]=[CH:14][N:13]=3)[CH:9]=[N:8]2)(=[O:5])=[O:6])[CH2:2][CH2:3]1. The yield is 0.380. (4) The reactants are CO[C:3](=[O:21])[C:4]1[CH:9]=[C:8]([C:10]2[CH:15]=[CH:14][N:13]=[N:12][CH:11]=2)[C:7]([C:16]([F:19])([F:18])[F:17])=[CH:6][C:5]=1[NH2:20].ClC([O:25][C:26]1C=CC(Cl)=CC=1)=O.[CH3:33][S:34]([NH:37][NH2:38])(=[O:36])=[O:35].CCN(C(C)C)C(C)C. The catalyst is O1CCOCC1. The product is [O:25]=[C:26]1[N:38]([NH:37][S:34]([CH3:33])(=[O:36])=[O:35])[C:3](=[O:21])[C:4]2[C:5](=[CH:6][C:7]([C:16]([F:19])([F:18])[F:17])=[C:8]([C:10]3[CH:15]=[CH:14][N:13]=[N:12][CH:11]=3)[CH:9]=2)[NH:20]1. The yield is 0.390. (5) The reactants are [Cl:1][C:2]1[C:7]([CH:8]([CH3:11])[CH2:9][OH:10])=[C:6]([Cl:12])[N:5]=[CH:4][N:3]=1.[CH3:13][S:14](Cl)(=[O:16])=[O:15]. The yield is 0.980. The catalyst is C(Cl)Cl.CN(C1C=CN=CC=1)C. The product is [Cl:12][C:6]1[C:7]([CH:8]([CH3:11])[CH2:9][O:10][S:14]([CH3:13])(=[O:16])=[O:15])=[C:2]([Cl:1])[N:3]=[CH:4][N:5]=1. (6) The reactants are [CH3:1][C:2]1[CH:3]=[C:4]([CH:8]=[CH:9][C:10]=1[C:11]([N:13]1[CH2:17][CH2:16][CH2:15][CH2:14]1)=[O:12])[C:5]([OH:7])=O.CN(C(ON1N=NC2C=CC=CC1=2)=[N+](C)C)C.[B-](F)(F)(F)F.C(N(C(C)C)CC)(C)C.[Cl:49][C:50]1[CH:64]=[CH:63][C:53]2[NH:54][C:55]([CH:57]([NH2:62])[CH2:58][CH:59]([CH3:61])[CH3:60])=[N:56][C:52]=2[CH:51]=1.ClCl. The catalyst is O1CCCC1.C(Cl)Cl.C(O)C. The product is [Cl:49][C:50]1[CH:64]=[CH:63][C:53]2[NH:54][C:55]([CH:57]([NH:62][C:5](=[O:7])[C:4]3[CH:8]=[CH:9][C:10]([C:11]([N:13]4[CH2:17][CH2:16][CH2:15][CH2:14]4)=[O:12])=[C:2]([CH3:1])[CH:3]=3)[CH2:58][CH:59]([CH3:60])[CH3:61])=[N:56][C:52]=2[CH:51]=1. The yield is 0.820.